Dataset: Full USPTO retrosynthesis dataset with 1.9M reactions from patents (1976-2016). Task: Predict the reactants needed to synthesize the given product. (1) Given the product [Cl:1][C:2]1[CH:7]=[C:6]([C:24]2[CH:29]=[CH:28][CH:27]=[CH:26][CH:25]=2)[N:5]=[C:4]([C:9]2[S:10][CH:11]=[CH:12][N:13]=2)[CH:3]=1, predict the reactants needed to synthesize it. The reactants are: [Cl:1][C:2]1[CH:7]=[C:6](Cl)[N:5]=[C:4]([C:9]2[S:10][CH:11]=[CH:12][N:13]=2)[CH:3]=1.CN1CC(=O)OB([C:24]2[CH:29]=[CH:28][CH:27]=[CH:26][CH:25]=2)OC(=O)C1.[O-]P([O-])([O-])=O.[K+].[K+].[K+].C1COCC1. (2) Given the product [F:1][C:2]1[CH:3]=[C:4]([CH:5]=[CH:13][C:14]([OH:16])=[O:15])[CH:7]=[CH:8][C:9]=1[O:10][CH3:11], predict the reactants needed to synthesize it. The reactants are: [F:1][C:2]1[CH:3]=[C:4]([CH:7]=[CH:8][C:9]=1[O:10][CH3:11])[CH:5]=O.C(O)(=O)[CH2:13][C:14]([OH:16])=[O:15]. (3) The reactants are: [F:1][C:2]1[CH:7]=[CH:6][CH:5]=[C:4]([F:8])[C:3]=1[S:9]([NH:12][C:13]1[C:14]([F:23])=[C:15]([CH:20]=[CH:21][CH:22]=1)[C:16](OC)=[O:17])(=[O:11])=[O:10].[Li+].C[Si]([N-][Si](C)(C)C)(C)C.[Cl:34][C:35]1[N:40]=[C:39]([CH3:41])[CH:38]=[CH:37][N:36]=1. Given the product [Cl:34][C:35]1[N:40]=[C:39]([CH2:41][C:16]([C:15]2[C:14]([F:23])=[C:13]([NH:12][S:9]([C:3]3[C:2]([F:1])=[CH:7][CH:6]=[CH:5][C:4]=3[F:8])(=[O:10])=[O:11])[CH:22]=[CH:21][CH:20]=2)=[O:17])[CH:38]=[CH:37][N:36]=1, predict the reactants needed to synthesize it. (4) The reactants are: [C:1]1([C:7]2[NH:11][CH:10]=[C:9]([CH:12]=[O:13])[CH:8]=2)[CH:6]=[CH:5][CH:4]=[CH:3][CH:2]=1.[H-].[Na+].C1OCCOCCOCCOCCOC1.[Cl:31][C:32]1[N:37]=[CH:36][C:35]([S:38](Cl)(=[O:40])=[O:39])=[CH:34][C:33]=1[CH3:42]. Given the product [Cl:31][C:32]1[N:37]=[CH:36][C:35]([S:38]([N:11]2[C:7]([C:1]3[CH:6]=[CH:5][CH:4]=[CH:3][CH:2]=3)=[CH:8][C:9]([CH:12]=[O:13])=[CH:10]2)(=[O:40])=[O:39])=[CH:34][C:33]=1[CH3:42], predict the reactants needed to synthesize it. (5) Given the product [CH3:28][S:25]([C:22]1[CH:23]=[CH:24][C:19]([CH2:18][CH:10]2[CH2:9][CH:8]([C:6]3[O:7][NH:32][C:4](=[O:3])[CH:5]=3)[CH2:13][CH2:12][N:11]2[C:14]([O:16][CH3:17])=[O:15])=[CH:20][CH:21]=1)(=[O:27])=[O:26], predict the reactants needed to synthesize it. The reactants are: C([O:3][C:4](=O)[CH2:5][C:6]([CH:8]1[CH2:13][CH2:12][N:11]([C:14]([O:16][CH3:17])=[O:15])[CH:10]([CH2:18][C:19]2[CH:24]=[CH:23][C:22]([S:25]([CH3:28])(=[O:27])=[O:26])=[CH:21][CH:20]=2)[CH2:9]1)=[O:7])C.[OH-].[Na+].[NH2:32]O.Cl. (6) Given the product [O:6]1[CH2:7][CH2:8][N:9]([CH2:12][C:13]2[CH:14]=[CH:15][C:16]3[C:25]4[NH:24][CH2:23][CH2:22][CH2:21][C:20]=4[C:19](=[O:26])[NH:18][C:17]=3[CH:27]=2)[CH2:10][CH2:11]1, predict the reactants needed to synthesize it. The reactants are: ClCCl.Cl.Cl.[O:6]1[CH2:11][CH2:10][N:9]([CH2:12][C:13]2[CH:14]=[CH:15][C:16]3[C:25]4[NH:24][CH2:23][CH2:22][CH2:21][C:20]=4[C:19](=[O:26])[NH:18][C:17]=3[CH:27]=2)[CH2:8][CH2:7]1.C(N(CC)CC)C. (7) Given the product [Cl:1][C:2]1[C:10]2[C:9]3[N:8]([C:13]([CH3:14])=[N:12][N:11]=3)[CH:7]=[N:6][C:5]=2[S:4][CH:3]=1, predict the reactants needed to synthesize it. The reactants are: [Cl:1][C:2]1[C:10]2[C:9]([NH:11][NH2:12])=[N:8][CH:7]=[N:6][C:5]=2[S:4][CH:3]=1.[CH2:13](OC(OCC)(OCC)C)[CH3:14]. (8) The reactants are: C([Mg]Br)(C)C.[CH3:6][N:7]1[C:12]2=[CH:13][N:14]([CH2:22][CH2:23][C:24](OC)=[O:25])[C:15]([C:16]3[CH:21]=[CH:20][CH:19]=[CH:18][CH:17]=3)=[C:11]2[C:10](=[O:28])[N:9]([CH3:29])[C:8]1=[O:30].Cl.[CH3:32][NH:33][O:34][CH3:35]. Given the product [CH3:6][N:7]1[C:12]2=[CH:13][N:14]([CH2:22][CH2:23][C:24]([N:33]([O:34][CH3:35])[CH3:32])=[O:25])[C:15]([C:16]3[CH:17]=[CH:18][CH:19]=[CH:20][CH:21]=3)=[C:11]2[C:10](=[O:28])[N:9]([CH3:29])[C:8]1=[O:30], predict the reactants needed to synthesize it.